This data is from Full USPTO retrosynthesis dataset with 1.9M reactions from patents (1976-2016). The task is: Predict the reactants needed to synthesize the given product. (1) The reactants are: [F:1][CH:2]([F:25])[CH2:3][O:4][C:5]1[C:10]([NH:11][C:12]2[C:13]3[C:20]([CH3:21])=[C:19]([C:22](O)=[O:23])[S:18][C:14]=3[N:15]=[CH:16][N:17]=2)=[CH:9][CH:8]=[CH:7][N:6]=1.[NH3:26]. Given the product [F:1][CH:2]([F:25])[CH2:3][O:4][C:5]1[C:10]([NH:11][C:12]2[C:13]3[C:20]([CH3:21])=[C:19]([C:22]([NH2:26])=[O:23])[S:18][C:14]=3[N:15]=[CH:16][N:17]=2)=[CH:9][CH:8]=[CH:7][N:6]=1, predict the reactants needed to synthesize it. (2) The reactants are: [Cl:1][C:2]1[C:7]([F:8])=[CH:6][C:5]([F:9])=[CH:4][C:3]=1[NH:10][C:11](=[O:19])[CH:12]([CH3:18])[C:13]([O:15]CC)=[O:14]. Given the product [Cl:1][C:2]1[C:7]([F:8])=[CH:6][C:5]([F:9])=[CH:4][C:3]=1[NH:10][C:11](=[O:19])[CH:12]([CH3:18])[C:13]([OH:15])=[O:14], predict the reactants needed to synthesize it.